Dataset: Peptide-MHC class II binding affinity with 134,281 pairs from IEDB. Task: Regression. Given a peptide amino acid sequence and an MHC pseudo amino acid sequence, predict their binding affinity value. This is MHC class II binding data. (1) The MHC is DRB1_0701 with pseudo-sequence DRB1_0701. The binding affinity (normalized) is 0.758. The peptide sequence is WNRQLYPEWTEAQRLD. (2) The peptide sequence is GIRHLFGNYITNDSY. The MHC is H-2-IAb with pseudo-sequence H-2-IAb. The binding affinity (normalized) is 0.0669. (3) The MHC is DRB1_0901 with pseudo-sequence DRB1_0901. The peptide sequence is LVVGIYDEPMTPGQC. The binding affinity (normalized) is 0.210. (4) The peptide sequence is VHAVKPVTEEPGMAK. The MHC is DRB1_1501 with pseudo-sequence DRB1_1501. The binding affinity (normalized) is 0.0370. (5) The peptide sequence is EVTMLYVVASPDLMT. The MHC is HLA-DQA10501-DQB10201 with pseudo-sequence HLA-DQA10501-DQB10201. The binding affinity (normalized) is 0.712. (6) The peptide sequence is GGTVIRNPLSRNSTH. The MHC is DRB1_0301 with pseudo-sequence DRB1_0301. The binding affinity (normalized) is 0.486. (7) The peptide sequence is YPFIEQEGPEFFDQE. The MHC is H-2-IEk with pseudo-sequence H-2-IEk. The binding affinity (normalized) is 0.149.